From a dataset of Reaction yield outcomes from USPTO patents with 853,638 reactions. Predict the reaction yield, written as a fraction of the theoretical maximum amount of product (1.0 means a 100% yield; for example, 0.34 means a 34% yield). (1) The reactants are Br[C:2]1[N:7]=[CH:6][C:5]2[N:8]=[C:9]([CH2:14][O:15][CH:16]3[CH2:21][CH2:20][CH2:19][CH2:18][O:17]3)[N:10]([CH:11]([CH3:13])[CH3:12])[C:4]=2[CH:3]=1.[Cl:22][C:23]1[N:28]=[C:27]([NH2:29])[CH:26]=[CH:25][N:24]=1.C1(P(C2C=CC=CC=2)C2C3OC4C(=CC=CC=4P(C4C=CC=CC=4)C4C=CC=CC=4)C(C)(C)C=3C=CC=2)C=CC=CC=1.C(=O)([O-])[O-].[Cs+].[Cs+]. The catalyst is C1C=CC(/C=C/C(/C=C/C2C=CC=CC=2)=O)=CC=1.C1C=CC(/C=C/C(/C=C/C2C=CC=CC=2)=O)=CC=1.C1C=CC(/C=C/C(/C=C/C2C=CC=CC=2)=O)=CC=1.[Pd].[Pd].O1CCOCC1. The product is [Cl:22][C:23]1[N:28]=[C:27]([NH:29][C:2]2[N:7]=[CH:6][C:5]3[N:8]=[C:9]([CH2:14][O:15][CH:16]4[CH2:21][CH2:20][CH2:19][CH2:18][O:17]4)[N:10]([CH:11]([CH3:13])[CH3:12])[C:4]=3[CH:3]=2)[CH:26]=[CH:25][N:24]=1. The yield is 0.910. (2) The reactants are C[O:2][C:3](=O)[C:4]1[CH:9]=[CH:8][C:7]([N:10]2[CH:14]=[C:13]([C:15]3[C:16]([C:24]4[CH:29]=[CH:28][C:27]([F:30])=[CH:26][CH:25]=4)=[N:17][O:18][C:19]=3[C:20]([F:23])([F:22])[F:21])[N:12]=[CH:11]2)=[N:6][CH:5]=1.[NH:32]1[CH2:37][CH2:36][S:35](=[O:39])(=[O:38])[CH2:34][CH2:33]1. No catalyst specified. The product is [O:38]=[S:35]1(=[O:39])[CH2:36][CH2:37][N:32]([C:3]([C:4]2[CH:5]=[N:6][C:7]([N:10]3[CH:14]=[C:13]([C:15]4[C:16]([C:24]5[CH:25]=[CH:26][C:27]([F:30])=[CH:28][CH:29]=5)=[N:17][O:18][C:19]=4[C:20]([F:22])([F:23])[F:21])[N:12]=[CH:11]3)=[CH:8][CH:9]=2)=[O:2])[CH2:33][CH2:34]1. The yield is 0.970.